From a dataset of Catalyst prediction with 721,799 reactions and 888 catalyst types from USPTO. Predict which catalyst facilitates the given reaction. (1) Reactant: CO[CH:3]=[C:4]([C:11]([O:13][CH3:14])=[O:12])[CH:5]=[CH:6][C:7]([O:9]C)=O.[CH3:15][N:16]([CH3:24])[C:17]1[CH:23]=[CH:22][C:20]([NH2:21])=[CH:19][CH:18]=1. Product: [CH3:15][N:16]([CH3:24])[C:17]1[CH:23]=[CH:22][C:20]([N:21]2[C:7](=[O:9])[CH:6]=[CH:5][C:4]([C:11]([O:13][CH3:14])=[O:12])=[CH:3]2)=[CH:19][CH:18]=1. The catalyst class is: 3. (2) Reactant: [NH2:1][C:2]1[N:7]=[CH:6][C:5]([C:8]#[N:9])=[CH:4][CH:3]=1.[ClH:10]. Product: [ClH:10].[ClH:10].[NH2:9][CH2:8][C:5]1[CH:4]=[CH:3][C:2]([NH2:1])=[N:7][CH:6]=1. The catalyst class is: 45. (3) Reactant: [C:1]1([C:7]2[S:11][C:10]([NH:12][NH2:13])=[N:9][CH:8]=2)[CH:6]=[CH:5][CH:4]=[CH:3][CH:2]=1.[C:14](N1C=CN=C1)(N1C=CN=C1)=[S:15]. Product: [C:1]1([C:7]2[S:11][C:10]3=[N:12][N:13]=[C:14]([SH:15])[N:9]3[CH:8]=2)[CH:2]=[CH:3][CH:4]=[CH:5][CH:6]=1. The catalyst class is: 3. (4) Reactant: C1(P(C2C=CC=CC=2)C2C=CC=CC=2)C=CC=CC=1.N(C(OC(C)C)=O)=NC(OC(C)C)=O.[N:34]1([CH2:39][CH2:40][OH:41])[CH2:38][CH2:37][CH2:36][CH2:35]1.[CH3:42][O:43][C:44]1[CH:49]=[C:48]([C:50]2[CH:51]=[C:52]3[C:58]([C:59]4[CH:64]=[CH:63][CH:62]=[CH:61][C:60]=4[O:65][CH3:66])=[CH:57][NH:56][C:53]3=[N:54][CH:55]=2)[CH:47]=[CH:46][C:45]=1O. Product: [CH3:66][O:65][C:60]1[CH:61]=[CH:62][CH:63]=[CH:64][C:59]=1[C:58]1[C:52]2[C:53](=[N:54][CH:55]=[C:50]([C:48]3[CH:47]=[CH:46][C:45]([O:41][CH2:40][CH2:39][N:34]4[CH2:38][CH2:37][CH2:36][CH2:35]4)=[C:44]([O:43][CH3:42])[CH:49]=3)[CH:51]=2)[NH:56][CH:57]=1. The catalyst class is: 2. (5) Reactant: [CH2:1]([C:4]1[CH:9]=[CH:8][N:7]=[C:6]([NH2:10])[CH:5]=1)[CH2:2][CH3:3].[Br:11]Br.C(=O)([O-])O.[Na+]. Product: [Br:11][C:9]1[C:4]([CH2:1][CH2:2][CH3:3])=[CH:5][C:6]([NH2:10])=[N:7][CH:8]=1. The catalyst class is: 8.